The task is: Predict which catalyst facilitates the given reaction.. This data is from Catalyst prediction with 721,799 reactions and 888 catalyst types from USPTO. (1) Reactant: [NH2:1][C:2]1[CH:3]=[CH:4][C:5]([S:10]([CH2:13][CH3:14])(=[O:12])=[O:11])=[C:6]([CH:9]=1)[C:7]#[N:8].Cl[S:16]([NH:19][C:20](=[O:29])[O:21][CH2:22][C:23]1[CH:28]=[CH:27][CH:26]=[CH:25][CH:24]=1)(=[O:18])=[O:17]. Product: [C:23]1([CH2:22][O:21][C:20](=[O:29])[NH:19][S:16]([NH:1][C:2]2[CH:3]=[CH:4][C:5]([S:10]([CH2:13][CH3:14])(=[O:12])=[O:11])=[C:6]([C:7]#[N:8])[CH:9]=2)(=[O:18])=[O:17])[CH:24]=[CH:25][CH:26]=[CH:27][CH:28]=1. The catalyst class is: 2. (2) Reactant: [H-].[H-].[H-].[H-].[Li+].[Al+3].[Si:7]([O:14][CH2:15][C:16]1[N:21]=[C:20]([CH2:22][CH2:23][C:24]([N:26]2[CH2:31][CH2:30][O:29][CH2:28][CH2:27]2)=O)[CH:19]=[CH:18][CH:17]=1)([C:10]([CH3:13])([CH3:12])[CH3:11])([CH3:9])[CH3:8]. Product: [Si:7]([O:14][CH2:15][C:16]1[N:21]=[C:20]([CH2:22][CH2:23][CH2:24][N:26]2[CH2:27][CH2:28][O:29][CH2:30][CH2:31]2)[CH:19]=[CH:18][CH:17]=1)([C:10]([CH3:13])([CH3:11])[CH3:12])([CH3:8])[CH3:9]. The catalyst class is: 1. (3) Reactant: [Cl:1][C:2]1[CH:3]=[CH:4][C:5]([OH:12])=[C:6]([NH:8][C:9]([NH2:11])=[O:10])[CH:7]=1.C(=O)([O-])[O-].[Cs+].[Cs+].[CH2:19]([CH:21]1[O:23][CH2:22]1)Br. Product: [Cl:1][C:2]1[CH:3]=[CH:4][C:5]([O:12][CH2:19][CH:21]2[CH2:22][O:23]2)=[C:6]([NH:8][C:9]([NH2:11])=[O:10])[CH:7]=1. The catalyst class is: 3. (4) Reactant: [O:1]1[C:5]2[CH:6]=[CH:7][C:8]([C:10]3[CH:11]=[C:12]([C:26]([CH:28]4[CH2:30][CH2:29]4)=[O:27])[CH:13]=[C:14]([O:16]CC4C=CC(OC)=CC=4)[CH:15]=3)=[CH:9][C:4]=2[O:3][CH2:2]1. The catalyst class is: 15. Product: [O:1]1[C:5]2[CH:6]=[CH:7][C:8]([C:10]3[CH:11]=[C:12]([C:26]([CH:28]4[CH2:29][CH2:30]4)=[O:27])[CH:13]=[C:14]([OH:16])[CH:15]=3)=[CH:9][C:4]=2[O:3][CH2:2]1. (5) Reactant: [CH2:1]([O:8][C:9]1[CH:14]=[CH:13][C:12]([CH2:15][CH2:16][CH:17]=[O:18])=[CH:11][CH:10]=1)[C:2]1[CH:7]=[CH:6][CH:5]=[CH:4][CH:3]=1.[C-:19]#[N:20].[K+]. Product: [CH2:1]([O:8][C:9]1[CH:10]=[CH:11][C:12]([CH2:15][CH2:16][CH:17]([OH:18])[C:19]#[N:20])=[CH:13][CH:14]=1)[C:2]1[CH:3]=[CH:4][CH:5]=[CH:6][CH:7]=1. The catalyst class is: 20. (6) Reactant: [CH2:1]([O:8][C@@H:9]1[C@@H:14]([O:15][CH2:16][C:17]2[CH:22]=[CH:21][CH:20]=[CH:19][CH:18]=2)[C@@H:13]([O:23][CH2:24][C:25]2[CH:30]=[CH:29][CH:28]=[CH:27][CH:26]=2)[C@@H:12]([CH2:31][O:32][CH2:33][C:34]2[CH:39]=[CH:38][CH:37]=[CH:36][CH:35]=2)[O:11][C@:10]21[C:47]1[CH:46]=[C:45]3[C:48]([CH2:55][C:56]4[CH:61]=[CH:60][C:59]([CH2:62][CH3:63])=[CH:58][CH:57]=4)=[C:49]([Si](C)(C)C)[S:50][C:44]3=[CH:43][C:42]=1[CH2:41][O:40]2)[C:2]1[CH:7]=[CH:6][CH:5]=[CH:4][CH:3]=1.S(Cl)([Cl:67])(=O)=O.C(=O)([O-])O.[Na+]. Product: [CH2:1]([O:8][C@@H:9]1[C@@H:14]([O:15][CH2:16][C:17]2[CH:22]=[CH:21][CH:20]=[CH:19][CH:18]=2)[C@@H:13]([O:23][CH2:24][C:25]2[CH:30]=[CH:29][CH:28]=[CH:27][CH:26]=2)[C@@H:12]([CH2:31][O:32][CH2:33][C:34]2[CH:39]=[CH:38][CH:37]=[CH:36][CH:35]=2)[O:11][C@:10]21[C:47]1[CH:46]=[C:45]3[C:48]([CH2:55][C:56]4[CH:61]=[CH:60][C:59]([CH2:62][CH3:63])=[CH:58][CH:57]=4)=[C:49]([Cl:67])[S:50][C:44]3=[CH:43][C:42]=1[CH2:41][O:40]2)[C:2]1[CH:7]=[CH:6][CH:5]=[CH:4][CH:3]=1. The catalyst class is: 10.